This data is from Forward reaction prediction with 1.9M reactions from USPTO patents (1976-2016). The task is: Predict the product of the given reaction. (1) Given the reactants [C:1]1([CH2:7][O:8][C:9]2[CH:14]=[CH:13][C:12]([C:15]([F:18])([F:17])[F:16])=[CH:11][C:10]=2[CH2:19][C:20]2[S:21][CH:22]=[C:23]([C:25]([O:27]CC)=[O:26])[N:24]=2)[CH:6]=[CH:5][CH:4]=[CH:3][CH:2]=1.[OH-].[Na+:31].O, predict the reaction product. The product is: [C:1]1([CH2:7][O:8][C:9]2[CH:14]=[CH:13][C:12]([C:15]([F:18])([F:17])[F:16])=[CH:11][C:10]=2[CH2:19][C:20]2[S:21][CH:22]=[C:23]([C:25]([O-:27])=[O:26])[N:24]=2)[CH:6]=[CH:5][CH:4]=[CH:3][CH:2]=1.[Na+:31]. (2) Given the reactants [CH2:1]([N:8]1[CH2:12][C@H:11]2[C@H:13]([NH2:16])[CH2:14][CH2:15][C@H:10]2[CH2:9]1)[C:2]1[CH:7]=[CH:6][CH:5]=[CH:4][CH:3]=1.[CH2:17]([CH:24]([C:28]([CH3:31])([CH3:30])[CH3:29])[C:25](O)=[O:26])[C:18]1[CH:23]=[CH:22][CH:21]=[CH:20][CH:19]=1.C1([C@H](CC)C(O)=O)C=CC=CC=1, predict the reaction product. The product is: [CH2:17]([CH:24]([C:28]([CH3:31])([CH3:30])[CH3:29])[C:25]([NH:16][C@@H:13]1[C@@H:11]2[C@@H:10]([CH2:9][N:8]([CH2:1][C:2]3[CH:3]=[CH:4][CH:5]=[CH:6][CH:7]=3)[CH2:12]2)[CH2:15][CH2:14]1)=[O:26])[C:18]1[CH:23]=[CH:22][CH:21]=[CH:20][CH:19]=1.